Task: Binary Classification. Given a drug SMILES string, predict its activity (active/inactive) in a high-throughput screening assay against a specified biological target.. Dataset: M1 muscarinic receptor antagonist screen with 61,756 compounds (1) The molecule is OC(CN1CCN(CC1)Cc1cc2OCOc2cc1)c1c(n(c2c1cccc2)C)C. The result is 0 (inactive). (2) The result is 0 (inactive). The compound is O(C(=O)c1[nH]c2c(c1NC(=O)c1nonc1C)cccc2)CC. (3) The drug is s1nc(N2CCOCC2)c(OC(OC)=O)n1. The result is 0 (inactive). (4) The molecule is O1C(CCC1)CNc1n2c(nc3c2cccc3)c(c(c1)C)C#N. The result is 0 (inactive). (5) The compound is Fc1c(N2CCN(CC2)Cc2onc(n2)c2ccc(cc2)C)cccc1. The result is 0 (inactive).